Task: Predict which catalyst facilitates the given reaction.. Dataset: Catalyst prediction with 721,799 reactions and 888 catalyst types from USPTO Reactant: [CH:1]([N:14]1[CH2:17][CH:16]([NH:18][C:19]2[C:28]3[C:23](=[CH:24][CH:25]=[CH:26][CH:27]=3)[N:22]=[C:21](Cl)[N:20]=2)[CH2:15]1)([C:8]1[CH:13]=[CH:12][CH:11]=[CH:10][CH:9]=1)[C:2]1[CH:7]=[CH:6][CH:5]=[CH:4][CH:3]=1.[N:30]1[CH:31]=[CH:32][N:33]2[CH:38]=[C:37](B(O)O)[CH:36]=[CH:35][C:34]=12.N1C=CN2C=C(C3N=C(NCC(C4C=CC=CC=4)C4NC=CC=4)C4C(=CC=CC=4)N=3)C=CC=12. Product: [CH:1]([N:14]1[CH2:17][CH:16]([NH:18][C:19]2[C:28]3[C:23](=[CH:24][CH:25]=[CH:26][CH:27]=3)[N:22]=[C:21]([C:37]3[CH:36]=[CH:35][C:34]4[N:33]([CH:32]=[CH:31][N:30]=4)[CH:38]=3)[N:20]=2)[CH2:15]1)([C:8]1[CH:13]=[CH:12][CH:11]=[CH:10][CH:9]=1)[C:2]1[CH:7]=[CH:6][CH:5]=[CH:4][CH:3]=1. The catalyst class is: 25.